From a dataset of Forward reaction prediction with 1.9M reactions from USPTO patents (1976-2016). Predict the product of the given reaction. Given the reactants [NH2:1][CH2:2][CH2:3][CH2:4][C:5]1[N:9]([CH2:10][C:11]2[CH:20]=[CH:19][C:14]([C:15]([O:17][CH3:18])=[O:16])=[CH:13][CH:12]=2)[C:8]2[CH:21]=[CH:22][CH:23]=[CH:24][C:7]=2[N:6]=1.CCN(CC)CC.[CH3:32][C:33](OC(C)=O)=[O:34], predict the reaction product. The product is: [C:33]([NH:1][CH2:2][CH2:3][CH2:4][C:5]1[N:9]([CH2:10][C:11]2[CH:12]=[CH:13][C:14]([C:15]([O:17][CH3:18])=[O:16])=[CH:19][CH:20]=2)[C:8]2[CH:21]=[CH:22][CH:23]=[CH:24][C:7]=2[N:6]=1)(=[O:34])[CH3:32].